Dataset: Catalyst prediction with 721,799 reactions and 888 catalyst types from USPTO. Task: Predict which catalyst facilitates the given reaction. (1) Reactant: [CH3:1][O:2][C:3]1[CH:8]=[CH:7][C:6]([N:9]2[C:13]([C:14]3[CH:19]=[CH:18][C:17]([O:20][CH3:21])=[CH:16][CH:15]=3)=[CH:12][C:11]([CH:22]3[CH2:28][CH:27]4[NH:29][CH:24]([CH2:25][CH2:26]4)[CH2:23]3)=[N:10]2)=[CH:5][CH:4]=1.ClC(Cl)(O[C:34](=[O:40])OC(Cl)(Cl)Cl)Cl.C(N(CC)CC)C.Cl.[CH3:50][NH:51][OH:52]. Product: [CH3:1][O:2][C:3]1[CH:4]=[CH:5][C:6]([N:9]2[C:13]([C:14]3[CH:19]=[CH:18][C:17]([O:20][CH3:21])=[CH:16][CH:15]=3)=[CH:12][C:11]([CH:22]3[CH2:28][CH:27]4[N:29]([C:34](=[O:40])[N:51]([OH:52])[CH3:50])[CH:24]([CH2:25][CH2:26]4)[CH2:23]3)=[N:10]2)=[CH:7][CH:8]=1. The catalyst class is: 30. (2) Reactant: Cl[C:2]1[C:7]([Cl:8])=[N:6][CH:5]=[CH:4][N:3]=1.[NH2:9][C:10]1[CH:15]=[CH:14][CH:13]=[CH:12][CH:11]=1.C(=O)([O-])[O-].[Na+].[Na+]. Product: [Cl:8][C:7]1[C:2]([NH:9][C:10]2[CH:15]=[CH:14][CH:13]=[CH:12][CH:11]=2)=[N:3][CH:4]=[CH:5][N:6]=1. The catalyst class is: 60. (3) Reactant: Cl.Cl.Cl.[NH:4]1[C:12]2[C:7](=[CH:8][C:9]([NH:13][C:14]3[C:15]4[CH:22]=[C:21]([C:23]5[CH2:24][CH2:25][NH:26][CH2:27][CH:28]=5)[NH:20][C:16]=4[N:17]=[CH:18][N:19]=3)=[CH:10][CH:11]=2)[CH:6]=[N:5]1.[C:29]1([CH2:35][C:36](Cl)=[O:37])[CH:34]=[CH:33][CH:32]=[CH:31][CH:30]=1.CCN(C(C)C)C(C)C.CO. Product: [NH:4]1[C:12]2[C:7](=[CH:8][C:9]([NH:13][C:14]3[C:15]4[CH:22]=[C:21]([C:23]5[CH2:24][CH2:25][N:26]([C:36](=[O:37])[CH2:35][C:29]6[CH:34]=[CH:33][CH:32]=[CH:31][CH:30]=6)[CH2:27][CH:28]=5)[NH:20][C:16]=4[N:17]=[CH:18][N:19]=3)=[CH:10][CH:11]=2)[CH:6]=[N:5]1. The catalyst class is: 4. (4) Reactant: [NH2:1][CH2:2][CH2:3][CH2:4][NH:5][CH2:6][CH2:7][CH2:8][CH2:9][NH:10][CH2:11][CH2:12][CH2:13][NH2:14].[C:15]([OH:22])(=[O:21])/[CH:16]=[CH:17]/[C:18]([OH:20])=[O:19]. Product: [C:15]([OH:22])(=[O:21])/[CH:16]=[CH:17]/[C:18]([OH:20])=[O:19].[NH2:14][CH2:13][CH2:12][CH2:11][NH:10][CH2:9][CH2:8][CH2:7][CH2:6][NH:5][CH2:4][CH2:3][CH2:2][NH2:1]. The catalyst class is: 6. (5) Reactant: [CH2:1]([NH:8][C:9]1[S:10][C:11]([CH3:17])=[C:12]([CH3:16])[C:13]=1[C:14]#[N:15])[C:2]1C=CC=CC=1.C(=O)([O-])[O-].[K+].[K+].[I-].[K+].C(I)C. Product: [CH2:1]([NH:8][C:9]1[S:10][C:11]([CH3:17])=[C:12]([CH3:16])[C:13]=1[C:14]#[N:15])[CH3:2]. The catalyst class is: 115. (6) Reactant: [NH2:1][C:2]1[N:7]=[CH:6][C:5]([O:8][C:9]2[CH:18]=[C:17]([F:19])[CH:16]=[CH:15][C:10]=2[C:11]([O:13][CH3:14])=[O:12])=[CH:4][CH:3]=1.[Br:20]N1C(=O)CCC1=O. Product: [NH2:1][C:2]1[N:7]=[CH:6][C:5]([O:8][C:9]2[CH:18]=[C:17]([F:19])[CH:16]=[CH:15][C:10]=2[C:11]([O:13][CH3:14])=[O:12])=[CH:4][C:3]=1[Br:20]. The catalyst class is: 9.